Dataset: Forward reaction prediction with 1.9M reactions from USPTO patents (1976-2016). Task: Predict the product of the given reaction. (1) Given the reactants [NH2:1][C:2]12[CH2:9][CH2:8][C:5]([CH2:10][CH2:11][C:12]3[C:13]4[N:23]=[C:22]([O:24][CH3:25])[CH:21]=[CH:20][C:14]=4[N:15]=[N:16][C:17]=3[C:18]#[N:19])([CH2:6][CH2:7]1)[O:4][CH2:3]2.[O:26]=[C:27]1[CH2:32][O:31][C:30]2[CH:33]=[CH:34][C:35]([CH:37]=O)=[N:36][C:29]=2[NH:28]1, predict the reaction product. The product is: [CH3:25][O:24][C:22]1[CH:21]=[CH:20][C:14]2[N:15]=[N:16][C:17]([C:18]#[N:19])=[C:12]([CH2:11][CH2:10][C:5]34[CH2:8][CH2:9][C:2]([NH:1][CH2:37][C:35]5[CH:34]=[CH:33][C:30]6[O:31][CH2:32][C:27](=[O:26])[NH:28][C:29]=6[N:36]=5)([CH2:7][CH2:6]3)[CH2:3][O:4]4)[C:13]=2[N:23]=1. (2) Given the reactants [NH2:1][C:2]1[C:3]([C:17]#[N:18])=[C:4]([CH:14]=[CH:15][CH:16]=1)[O:5][CH2:6][CH2:7][CH2:8][CH2:9][NH:10][C:11](=[O:13])[CH3:12].[S:19](Cl)(=[O:22])(=[O:21])[NH2:20], predict the reaction product. The product is: [C:17]([C:3]1[C:2]([NH:1][S:19](=[O:22])(=[O:21])[NH2:20])=[CH:16][CH:15]=[CH:14][C:4]=1[O:5][CH2:6][CH2:7][CH2:8][CH2:9][NH:10][C:11](=[O:13])[CH3:12])#[N:18]. (3) The product is: [Cl:32][C:33]1([CH2:48][CH3:49])[CH:34]=[CH:35][C:36]([O:37][C:38]2[CH:45]=[CH:44][C:41]([CH2:42][NH:43][C:4](=[O:6])[C:3]3[CH:7]=[CH:8][CH:9]=[N:10][C:2]=3[NH2:1])=[CH:40][CH:39]=2)=[CH:46][CH2:47]1. Given the reactants [NH2:1][C:2]1[N:10]=[CH:9][CH:8]=[CH:7][C:3]=1[C:4]([OH:6])=O.ON1C2C=CC=CC=2N=N1.CCN=C=NCCCN(C)C.[Cl:32][C:33]1([CH2:48][CH3:49])[CH:47]=[CH:46][C:36]([O:37][C:38]2[CH:45]=[CH:44][C:41]([CH2:42][NH2:43])=[CH:40][CH:39]=2)=[CH:35][CH2:34]1.C(=O)(O)[O-].[Na+], predict the reaction product. (4) Given the reactants [CH3:1][C:2]1[CH:7]=[C:6]([CH3:8])[CH:5]=[C:4]([CH3:9])[C:3]=1[S:10]([N:13]([C:28]1[CH:33]=[CH:32][C:31]([CH:34]=[CH:35][C:36](=[O:42])[N:37]2[CH2:41][CH2:40][CH2:39][CH2:38]2)=[CH:30][CH:29]=1)[CH2:14][C:15]1[CH:20]=[CH:19][CH:18]=[C:17]([O:21]C2CCCCO2)[CH:16]=1)(=[O:12])=[O:11].Cl.[SiH](CC)(CC)CC.C(=O)(O)[O-].[Na+], predict the reaction product. The product is: [OH:21][C:17]1[CH:16]=[C:15]([CH:20]=[CH:19][CH:18]=1)[CH2:14][N:13]([C:28]1[CH:33]=[CH:32][C:31]([CH:34]=[CH:35][C:36](=[O:42])[N:37]2[CH2:38][CH2:39][CH2:40][CH2:41]2)=[CH:30][CH:29]=1)[S:10]([C:3]1[C:4]([CH3:9])=[CH:5][C:6]([CH3:8])=[CH:7][C:2]=1[CH3:1])(=[O:12])=[O:11]. (5) Given the reactants [Br:1][C:2]1[CH:3]=[CH:4][C:5]([C:8]2[NH:9][C:10](=[O:15])[C:11]([CH3:14])([CH3:13])[N:12]=2)=[N:6][CH:7]=1.IC.[H-].[Na+].[C:20]([O-])(O)=O.[Na+], predict the reaction product. The product is: [Br:1][C:2]1[CH:3]=[CH:4][C:5]([C:8]2[N:9]([CH3:20])[C:10](=[O:15])[C:11]([CH3:13])([CH3:14])[N:12]=2)=[N:6][CH:7]=1.